This data is from Full USPTO retrosynthesis dataset with 1.9M reactions from patents (1976-2016). The task is: Predict the reactants needed to synthesize the given product. (1) The reactants are: Cl.[NH2:2][CH2:3][C:4]([NH2:6])=[O:5].O.[OH-].[Na+].O=[C:11]([C:14]1[CH:19]=[CH:18][CH:17]=[CH:16][CH:15]=1)[CH:12]=O. Given the product [C:14]1([C:11]2[N:2]=[CH:3][C:4](=[O:5])[NH:6][CH:12]=2)[CH:19]=[CH:18][CH:17]=[CH:16][CH:15]=1, predict the reactants needed to synthesize it. (2) Given the product [F:33][C:34]1[CH:35]=[CH:36][C:37]([NH:40][C:29]([CH2:28][C@H:25]2[CH2:24][CH2:23][C:22]3[S:21][C:20]4[N:19]=[CH:18][N:17]=[C:16]([O:15][CH:12]5[CH2:13][CH2:14][CH:9]([N:8]([CH3:32])[C:6](=[O:7])[O:5][C:1]([CH3:3])([CH3:2])[CH3:4])[CH2:10][CH2:11]5)[C:27]=4[C:26]2=3)=[O:30])=[N:38][CH:39]=1, predict the reactants needed to synthesize it. The reactants are: [C:1]([O:5][C:6]([N:8]([CH3:32])[CH:9]1[CH2:14][CH2:13][CH:12]([O:15][C:16]2[C:27]3[C:26]4[C@@H:25]([CH2:28][C:29](O)=[O:30])[CH2:24][CH2:23][C:22]=4[S:21][C:20]=3[N:19]=[CH:18][N:17]=2)[CH2:11][CH2:10]1)=[O:7])([CH3:4])([CH3:3])[CH3:2].[F:33][C:34]1[CH:35]=[CH:36][C:37]([NH2:40])=[N:38][CH:39]=1.CN(C(ON1N=NC2C=CC=NC1=2)=[N+](C)C)C.F[P-](F)(F)(F)(F)F.CCN(C(C)C)C(C)C.